From a dataset of Full USPTO retrosynthesis dataset with 1.9M reactions from patents (1976-2016). Predict the reactants needed to synthesize the given product. (1) The reactants are: [C:1]([O:8][CH:9]1[CH2:14][CH2:13][N:12]([C:15]2[S:16][C:17](/[CH:20]=[C:21](\[C:32]#[N:33])/[C:22]3[CH:27]=[CH:26][C:25]([O:28][CH3:29])=[C:24]([O:30][CH3:31])[CH:23]=3)=[CH:18][CH:19]=2)[CH2:11][CH2:10]1)(=[O:7])[CH2:2][CH2:3][C:4]([O-:6])=O.ClC1N=C(OC)N=C(OC)N=1.CN1CCOCC1.[CH2:52]([N:54]([CH2:62][CH3:63])[C:55]1[CH:60]=[CH:59][C:58]([NH2:61])=[CH:57][CH:56]=1)[CH3:53]. Given the product [CH2:62]([N:54]([CH2:52][CH3:53])[C:55]1[CH:60]=[CH:59][C:58]([NH:61][C:4](=[O:6])[CH2:3][CH2:2][C:1]([O:8][CH:9]2[CH2:14][CH2:13][N:12]([C:15]3[S:16][C:17](/[CH:20]=[C:21](\[C:32]#[N:33])/[C:22]4[CH:27]=[CH:26][C:25]([O:28][CH3:29])=[C:24]([O:30][CH3:31])[CH:23]=4)=[CH:18][CH:19]=3)[CH2:11][CH2:10]2)=[O:7])=[CH:57][CH:56]=1)[CH3:63], predict the reactants needed to synthesize it. (2) The reactants are: [Cl:1][C:2]1[CH:3]=[C:4]2[C:8](=[CH:9][CH:10]=1)[N:7]([CH3:11])[C:6]([CH2:12][CH2:13][CH2:14][CH2:15][CH2:16][CH2:17][CH3:18])=[CH:5]2.[Cl-].C[Al+]C.[CH3:23][CH:24]1[CH2:29][C:28](=[O:30])[O:27][C:26](=[O:31])[CH2:25]1. Given the product [Cl:1][C:2]1[CH:3]=[C:4]2[C:8](=[CH:9][CH:10]=1)[N:7]([CH3:11])[C:6]([CH2:12][CH2:13][CH2:14][CH2:15][CH2:16][CH2:17][CH3:18])=[C:5]2[C:28](=[O:30])[CH2:29][CH:24]([CH3:23])[CH2:25][C:26]([OH:31])=[O:27], predict the reactants needed to synthesize it. (3) Given the product [CH3:21][O:20][C:17]1[CH:18]=[CH:19][C:14]([S:11]([C:6]2([C:4]([OH:5])=[O:3])[CH2:10][CH2:9][CH2:8][CH2:7]2)(=[O:13])=[O:12])=[CH:15][CH:16]=1, predict the reactants needed to synthesize it. The reactants are: C([O:3][C:4]([C:6]1([S:11]([C:14]2[CH:19]=[CH:18][C:17]([O:20][CH3:21])=[CH:16][CH:15]=2)(=[O:13])=[O:12])[CH2:10][CH2:9][CH2:8][CH2:7]1)=[O:5])C.C(OC(=O)CS(C1C=CC(OC)=CC=1)(=O)=O)C.BrCCCCBr. (4) The reactants are: [OH:1][C:2]1[C:3](=[O:10])[CH:4]=[C:5]([CH2:8][OH:9])[O:6][CH:7]=1.C(=O)([O-])[O-].[K+].[K+].Cl[CH2:18][C:19]1[CH:24]=[CH:23][C:22]([O:25][CH3:26])=[CH:21][CH:20]=1. Given the product [OH:9][CH2:8][C:5]1[O:6][CH:7]=[C:2]([O:1][CH2:18][C:19]2[CH:24]=[CH:23][C:22]([O:25][CH3:26])=[CH:21][CH:20]=2)[C:3](=[O:10])[CH:4]=1, predict the reactants needed to synthesize it. (5) Given the product [NH:10]1[C:4]2[C:5](=[CH:8][CH:13]=[CH:12][CH:3]=2)[CH2:6][NH:7]1, predict the reactants needed to synthesize it. The reactants are: ClC1[N:7]=[CH:6][C:5]2[C:8]3([CH2:13][CH2:12]3)C(=O)[NH:10][C:4]=2[CH:3]=1.[H-].[H-].[H-].[H-].[Li+].[Al+3]. (6) The reactants are: [NH2:1][C:2]1[CH:3]=[C:4]2[C:8](=[CH:9][CH:10]=1)[NH:7][CH:6]=[CH:5]2.C(=O)([O-])O.[Na+].[Br:16][C:17]1[N:18]=[C:19]2[N:23]([C:24]=1[S:25](Cl)(=[O:27])=[O:26])[CH:22]=[CH:21][S:20]2.C(Cl)(Cl)Cl.CO. Given the product [NH:7]1[C:8]2[C:4](=[CH:3][C:2]([NH:1][S:25]([C:24]3[N:23]4[C:19]([S:20][CH:21]=[CH:22]4)=[N:18][C:17]=3[Br:16])(=[O:26])=[O:27])=[CH:10][CH:9]=2)[CH:5]=[CH:6]1, predict the reactants needed to synthesize it. (7) Given the product [C:29]1([C@H:27]([NH:26][CH2:25][CH2:24][CH2:23][C:20]2[CH:21]=[CH:22][C:17]([C:11]3([C:9]([N:7]4[CH2:6][CH:5]([C:3]([OH:4])=[O:2])[CH2:8]4)=[O:10])[CH2:16][CH2:15][O:14][CH2:13][CH2:12]3)=[CH:18][CH:19]=2)[CH3:28])[C:38]2[C:33](=[CH:34][CH:35]=[CH:36][CH:37]=2)[CH:32]=[CH:31][CH:30]=1, predict the reactants needed to synthesize it. The reactants are: C[O:2][C:3]([CH:5]1[CH2:8][N:7]([C:9]([C:11]2([C:17]3[CH:22]=[CH:21][C:20]([CH2:23][CH2:24][CH2:25][NH:26][C@@H:27]([C:29]4[C:38]5[C:33](=[CH:34][CH:35]=[CH:36][CH:37]=5)[CH:32]=[CH:31][CH:30]=4)[CH3:28])=[CH:19][CH:18]=3)[CH2:16][CH2:15][O:14][CH2:13][CH2:12]2)=[O:10])[CH2:6]1)=[O:4].[Li+].[OH-]. (8) Given the product [CH2:22]([N:4]([CH2:1][CH2:2][CH3:3])[C:5]([C:7]1[CH:8]=[C:9]([CH:14]=[C:15]([C:17]2[S:18][CH:19]=[CH:20][N:21]=2)[CH:16]=1)[C:10]([OH:12])=[O:11])=[O:6])[CH2:23][CH3:24], predict the reactants needed to synthesize it. The reactants are: [CH2:1]([N:4]([CH2:22][CH2:23][CH3:24])[C:5]([C:7]1[CH:8]=[C:9]([CH:14]=[C:15]([C:17]2[S:18][CH:19]=[CH:20][N:21]=2)[CH:16]=1)[C:10]([O:12]C)=[O:11])=[O:6])[CH2:2][CH3:3]. (9) Given the product [NH2:1][C:2]1[N:6]([C:7]2[CH:8]=[C:9]([CH:16]=[CH:17][C:18]=2[CH3:19])[C:10]([NH:12][CH:13]2[CH2:14][CH2:15]2)=[O:11])[N:5]=[CH:4][C:3]=1[C:20](=[O:29])[C:21]1[CH:26]=[CH:25][CH:24]=[C:23]([CH2:27][N:34]2[CH2:35][CH2:36][N:31]([CH3:30])[CH2:32][CH2:33]2)[CH:22]=1, predict the reactants needed to synthesize it. The reactants are: [NH2:1][C:2]1[N:6]([C:7]2[CH:8]=[C:9]([CH:16]=[CH:17][C:18]=2[CH3:19])[C:10]([NH:12][CH:13]2[CH2:15][CH2:14]2)=[O:11])[N:5]=[CH:4][C:3]=1[C:20](=[O:29])[C:21]1[CH:26]=[CH:25][CH:24]=[C:23]([CH:27]=O)[CH:22]=1.[CH3:30][N:31]1[CH2:36][CH2:35][NH:34][CH2:33][CH2:32]1.CC(O)=O.[OH-].[Na+]. (10) Given the product [OH:3][CH:1]([C:4]1[CH:11]=[CH:10][C:7]([C:8]#[N:9])=[CH:6][CH:5]=1)[CH3:2], predict the reactants needed to synthesize it. The reactants are: [C:1]([C:4]1[CH:11]=[CH:10][C:7]([C:8]#[N:9])=[CH:6][CH:5]=1)(=[O:3])[CH3:2].[BH4-].[Na+].